This data is from Catalyst prediction with 721,799 reactions and 888 catalyst types from USPTO. The task is: Predict which catalyst facilitates the given reaction. (1) Product: [ClH:19].[CH3:17][S:14]([N:11]1[CH2:12][CH2:13][NH:8][CH2:9][C@@H:10]1[CH3:18])(=[O:15])=[O:16]. The catalyst class is: 268. Reactant: C(OC([N:8]1[CH2:13][CH2:12][N:11]([S:14]([CH3:17])(=[O:16])=[O:15])[C@@H:10]([CH3:18])[CH2:9]1)=O)(C)(C)C.[ClH:19]. (2) Reactant: [Cl:1][C:2]1[C:19]([CH2:20][N:21]2[CH2:40][CH2:39][C:24]3([O:29][CH2:28][CH2:27][N:26]([C:30]([C:32]4[N:33]=[C:34]([CH2:37][CH3:38])[S:35][CH:36]=4)=[O:31])[CH2:25]3)[CH2:23][CH2:22]2)=[CH:18][CH:17]=[CH:16][C:3]=1[CH2:4][CH2:5][O:6][CH2:7][CH2:8][C:9]([O:11]C(C)(C)C)=[O:10].FC(F)(F)C(O)=O.C1(C)C=CC=CC=1. Product: [Cl:1][C:2]1[C:19]([CH2:20][N:21]2[CH2:22][CH2:23][C:24]3([O:29][CH2:28][CH2:27][N:26]([C:30]([C:32]4[N:33]=[C:34]([CH2:37][CH3:38])[S:35][CH:36]=4)=[O:31])[CH2:25]3)[CH2:39][CH2:40]2)=[CH:18][CH:17]=[CH:16][C:3]=1[CH2:4][CH2:5][O:6][CH2:7][CH2:8][C:9]([OH:11])=[O:10]. The catalyst class is: 2.